Dataset: M1 muscarinic receptor antagonist screen with 61,756 compounds. Task: Binary Classification. Given a drug SMILES string, predict its activity (active/inactive) in a high-throughput screening assay against a specified biological target. The compound is S(CC(=O)N(C(C)C)C(C)C)c1nc(c(nn1)C)C. The result is 0 (inactive).